Task: Predict the reaction yield, written as a fraction of the theoretical maximum amount of product (1.0 means a 100% yield; for example, 0.34 means a 34% yield).. Dataset: Reaction yield outcomes from USPTO patents with 853,638 reactions (1) The reactants are [OH:1][C:2]1[CH:7]=[CH:6][CH:5]=[CH:4][C:3]=1[C:8]1[N:12]=[C:11]([C:13]2[CH:18]=[CH:17][CH:16]=[CH:15][C:14]=2[OH:19])[N:10]([C:20]2[CH:28]=[CH:27][C:23]([C:24]([OH:26])=[O:25])=[CH:22][CH:21]=2)[N:9]=1.[CH2:29]([N:31]([CH2:34][CH3:35])[CH2:32][CH3:33])[CH3:30]. The catalyst is C(O)(C)C. The product is [CH:5]1[CH:6]=[CH:7][C:2]([OH:1])=[C:3]([C:8]2[N:12]=[C:11]([C:13]3[CH:18]=[CH:17][CH:16]=[CH:15][C:14]=3[OH:19])[N:10]([C:20]3[CH:28]=[CH:27][C:23]([C:24]([OH:26])=[O:25])=[CH:22][CH:21]=3)[N:9]=2)[CH:4]=1.[CH2:29]([N:31]([CH2:34][CH3:35])[CH2:32][CH3:33])[CH3:30]. The yield is 1.000. (2) The reactants are [Cl:1][C:2]1[C:10]([NH:11][S:12]([CH2:15][CH2:16][CH2:17][F:18])(=[O:14])=[O:13])=[CH:9][CH:8]=[C:7]([F:19])[C:3]=1C(O)=O.C([N:22](CC)CC)C.C1(P(N=[N+]=[N-])(C2C=CC=CC=2)=O)C=CC=CC=1. The catalyst is CN(C)C=O.O. The product is [NH2:22][C:3]1[C:2]([Cl:1])=[C:10]([NH:11][S:12]([CH2:15][CH2:16][CH2:17][F:18])(=[O:14])=[O:13])[CH:9]=[CH:8][C:7]=1[F:19]. The yield is 0.410. (3) The reactants are [OH:1][CH2:2][C@H:3]1[CH2:8][CH2:7][CH2:6][N:5]([C:9](=[O:14])[CH2:10][CH:11]([CH3:13])[CH3:12])[CH2:4]1.[H-].[Na+].[NH2:17][C:18]1[CH:25]=[CH:24][CH:23]=[C:22](F)[C:19]=1[C:20]#[N:21]. The catalyst is C1COCC1. The product is [NH2:17][C:18]1[CH:25]=[CH:24][CH:23]=[C:22]([O:1][CH2:2][C@H:3]2[CH2:8][CH2:7][CH2:6][N:5]([C:9](=[O:14])[CH2:10][CH:11]([CH3:12])[CH3:13])[CH2:4]2)[C:19]=1[C:20]#[N:21]. The yield is 0.839. (4) The reactants are [N:1]1(CO)[C:9]2[C:4](=[CH:5][CH:6]=[CH:7][CH:8]=2)[CH:3]=[CH:2]1.N1[CH:16]=[CH:15]N=C1.[Si:17](Cl)([C:20]([CH3:23])([CH3:22])[CH3:21])(C)C.[OH2:25].Cl[CH2:27]Cl. No catalyst specified. The product is [C:20]([SiH2:17][O:25][C:15]([CH3:16])([CH3:27])[C:6]1[CH:5]=[C:4]2[C:9](=[CH:8][CH:7]=1)[NH:1][CH:2]=[CH:3]2)([CH3:23])([CH3:22])[CH3:21]. The yield is 0.910. (5) The reactants are [CH3:1][C:2]1[N:7]=[C:6]([NH:8][CH2:9][C:10]2[CH:15]=[CH:14][C:13]([C:16]([F:19])([F:18])[F:17])=[CH:12][CH:11]=2)[N:5]=[C:4]([NH2:20])[C:3]=1[N+:21]([O-])=O. The product is [CH3:1][C:2]1[N:7]=[C:6]([NH:8][CH2:9][C:10]2[CH:11]=[CH:12][C:13]([C:16]([F:18])([F:19])[F:17])=[CH:14][CH:15]=2)[N:5]=[C:4]([NH2:20])[C:3]=1[NH2:21]. The yield is 1.00. The catalyst is O1CCCC1.C(O)(=O)C.[Zn]. (6) The reactants are [NH2:1][C:2]1[C:7]([OH:8])=[CH:6][CH:5]=[CH:4][C:3]=1[OH:9].Cl[CH2:11][C:12](Cl)=[O:13].C([O-])([O-])=O.[K+].[K+]. The catalyst is CN(C=O)C.O. The product is [OH:8][C:7]1[C:2]2[NH:1][C:12](=[O:13])[CH2:11][O:9][C:3]=2[CH:4]=[CH:5][CH:6]=1. The yield is 0.650. (7) The reactants are [NH:1]1[CH2:5][CH2:4][CH2:3][C:2]1=[O:6].[H-].[Na+].Cl[CH2:10][C:11]1[CH:12]=[C:13]([CH:34]=[CH:35][N:36]=1)[C:14]([NH:16][C:17]1[S:18][C:19]2[C:25]([N:26]3[CH2:31][CH2:30][O:29][CH2:28][CH2:27]3)=[CH:24][CH:23]=[C:22]([O:32][CH3:33])[C:20]=2[N:21]=1)=[O:15]. The catalyst is O. The product is [CH3:33][O:32][C:22]1[C:20]2[N:21]=[C:17]([NH:16][C:14](=[O:15])[C:13]3[CH:34]=[CH:35][N:36]=[C:11]([CH2:10][N:1]4[CH2:5][CH2:4][CH2:3][C:2]4=[O:6])[CH:12]=3)[S:18][C:19]=2[C:25]([N:26]2[CH2:27][CH2:28][O:29][CH2:30][CH2:31]2)=[CH:24][CH:23]=1. The yield is 0.550. (8) The reactants are [I:1][C:2]1[CH:3]=[C:4]2[C:8](=[CH:9][CH:10]=1)[NH:7][CH:6]=[C:5]2[C@H:11]1[CH2:15][CH2:14][CH2:13][C@@H:12]1[CH:16]=O.[CH3:18][NH:19][CH3:20].C(O)(=O)C.[BH-](OC(C)=O)(OC(C)=O)OC(C)=O.[Na+]. The catalyst is CO.C1COCC1. The product is [I:1][C:2]1[CH:3]=[C:4]2[C:8](=[CH:9][CH:10]=1)[NH:7][CH:6]=[C:5]2[C@@H:11]1[CH2:15][CH2:14][CH2:13][C@H:12]1[CH2:16][N:19]([CH3:20])[CH3:18]. The yield is 1.00. (9) The reactants are [C:1]([C:4]1[C:9](=[O:10])[C:8]([O:11][CH3:12])=[CH:7][N:6]([C:13]2[CH:18]=[CH:17][CH:16]=[C:15]([Br:19])[C:14]=2[F:20])[N:5]=1)(=O)[CH3:2].[CH3:21]C(O)=O.[C:25]1([NH:31][NH2:32])[CH:30]=[CH:29][CH:28]=[CH:27][CH:26]=1. The catalyst is COC(OC)N(C)C.Cl. The product is [Br:19][C:15]1[C:14]([F:20])=[C:13]([N:6]2[CH:7]=[C:8]([O:11][CH3:12])[C:9](=[O:10])[C:4]([C:1]3[N:31]([C:25]4[CH:30]=[CH:29][CH:28]=[CH:27][CH:26]=4)[N:32]=[CH:21][CH:2]=3)=[N:5]2)[CH:18]=[CH:17][CH:16]=1. The yield is 0.590. (10) The reactants are [C:1]([N:4]([C:29]1[CH:34]=[CH:33][C:32]([Cl:35])=[CH:31][CH:30]=1)[C@H:5]1[C:14]2[C:9](=[CH:10][CH:11]=[CH:12][CH:13]=2)[N:8]([C:15]([C:17]2[CH:22]=[CH:21][C:20]([CH:23]=[CH:24][C:25]([OH:27])=[O:26])=[CH:19][CH:18]=2)=[O:16])[C@@H:7]([CH3:28])[CH2:6]1)(=[O:3])[CH3:2]. The catalyst is CCO.C(Cl)Cl.[Pd]. The product is [C:1]([N:4]([C:29]1[CH:30]=[CH:31][C:32]([Cl:35])=[CH:33][CH:34]=1)[C@H:5]1[C:14]2[C:9](=[CH:10][CH:11]=[CH:12][CH:13]=2)[N:8]([C:15]([C:17]2[CH:22]=[CH:21][C:20]([CH2:23][CH2:24][C:25]([OH:27])=[O:26])=[CH:19][CH:18]=2)=[O:16])[C@@H:7]([CH3:28])[CH2:6]1)(=[O:3])[CH3:2]. The yield is 0.990.